Dataset: Reaction yield outcomes from USPTO patents with 853,638 reactions. Task: Predict the reaction yield, written as a fraction of the theoretical maximum amount of product (1.0 means a 100% yield; for example, 0.34 means a 34% yield). (1) The reactants are [CH2:1]([N:3]([CH2:11][CH3:12])[C:4]([C:6]1[CH:10]=[CH:9][O:8][CH:7]=1)=[O:5])[CH3:2].[C:13]1(B2OCC(C)(C)CO2)[CH:18]=[CH:17][CH:16]=[CH:15][CH:14]=1. The catalyst is C1(C)C=CC=CC=1. The product is [CH2:11]([N:3]([CH2:1][CH3:2])[C:4]([C:6]1[CH:10]=[CH:9][O:8][C:7]=1[C:13]1[CH:18]=[CH:17][CH:16]=[CH:15][CH:14]=1)=[O:5])[CH3:12]. The yield is 0.900. (2) The reactants are [OH:1][C:2]1([C:16]2[CH:21]=[C:20]([O:22][CH3:23])[C:19]([O:24][CH3:25])=[CH:18][C:17]=2[NH:26][C:27](=[O:31])[CH:28]([CH3:30])[CH3:29])[C:10](=[O:11])[C:9]2[C:4](=[CH:5][CH:6]=[CH:7][C:8]=2[N+:12]([O-])=O)[C:3]1=[O:15].Cl. The catalyst is C(O)C.O.[Fe]. The product is [NH2:12][C:8]1[CH:7]=[CH:6][CH:5]=[C:4]2[C:9]=1[C:10](=[O:11])[C:2]([C:16]1[CH:21]=[C:20]([O:22][CH3:23])[C:19]([O:24][CH3:25])=[CH:18][C:17]=1[NH:26][C:27](=[O:31])[CH:28]([CH3:30])[CH3:29])([OH:1])[C:3]2=[O:15]. The yield is 0.120. (3) The reactants are ClCCN(CCCl)P(N)(=O)OCCC1C=CC([N+]([O-])=O)=CC=1.[CH3:23][C:24]([C:26]1[CH:31]=[CH:30][C:29]([N+:32]([O-:34])=[O:33])=[CH:28][CH:27]=1)=[O:25].[BH4-].[Na+].[OH-].[Na+]. The catalyst is C(O)C.C1COCC1. The product is [N+:32]([C:29]1[CH:28]=[CH:27][C:26]([CH:24]([OH:25])[CH3:23])=[CH:31][CH:30]=1)([O-:34])=[O:33]. The yield is 8.69. (4) The reactants are C(O[C:6](=O)[N:7]([C@@H:9]1[C@@H:13]([C:14]2[CH:19]=[CH:18][C:17]([Cl:20])=[C:16]([Cl:21])[CH:15]=2)[CH2:12][N:11]([C:22]([CH:24]2[CH2:29][CH2:28][N:27]([C:30]([C:32]3([CH3:35])[CH2:34][CH2:33]3)=[O:31])[CH2:26][CH2:25]2)=[O:23])[CH2:10]1)C)(C)(C)C.FC(F)(F)C(O)=O.C(=O)([O-])[O-].[Na+].[Na+]. The catalyst is ClCCl. The product is [Cl:21][C:16]1[CH:15]=[C:14]([C@@H:13]2[C@@H:9]([NH:7][CH3:6])[CH2:10][N:11]([C:22]([CH:24]3[CH2:29][CH2:28][N:27]([C:30]([C:32]4([CH3:35])[CH2:33][CH2:34]4)=[O:31])[CH2:26][CH2:25]3)=[O:23])[CH2:12]2)[CH:19]=[CH:18][C:17]=1[Cl:20]. The yield is 0.730. (5) The reactants are Br[C:2]1[C:3]([F:28])=[C:4]([N:8]2[CH:13]=[C:12]([O:14][CH3:15])[C:11](=[O:16])[C:10]([C:17]3[N:21]([C:22]4[CH:27]=[CH:26][CH:25]=[CH:24][CH:23]=4)[N:20]=[CH:19][CH:18]=3)=[N:9]2)[CH:5]=[CH:6][CH:7]=1.[NH:29]1[CH2:33][CH2:32][CH2:31][C:30]1=[O:34].CNCCNC.[O-]P([O-])([O-])=O.[K+].[K+].[K+].C([O-])(O)=O.[Na+]. The catalyst is O1CCOCC1.[Cu]I. The product is [F:28][C:3]1[C:2]([N:29]2[CH2:33][CH2:32][CH2:31][C:30]2=[O:34])=[CH:7][CH:6]=[CH:5][C:4]=1[N:8]1[CH:13]=[C:12]([O:14][CH3:15])[C:11](=[O:16])[C:10]([C:17]2[N:21]([C:22]3[CH:27]=[CH:26][CH:25]=[CH:24][CH:23]=3)[N:20]=[CH:19][CH:18]=2)=[N:9]1. The yield is 0.400. (6) The reactants are [C:1]1([CH:7]([C:18]2[CH:23]=[CH:22][CH:21]=[CH:20][CH:19]=2)[CH2:8][C:9]([N:11]2[CH2:16][CH2:15][NH:14][C:13](=[O:17])[CH2:12]2)=[O:10])[CH:6]=[CH:5][CH:4]=[CH:3][CH:2]=1.[H-].[Na+].Br[CH:27]([C:34]1[CH:39]=[CH:38][CH:37]=[CH:36][CH:35]=1)[C:28]1[CH:33]=[CH:32][CH:31]=[CH:30][CH:29]=1.CCOC(C)=O. The catalyst is CN(C=O)C.C(Cl)Cl.CO. The product is [CH:27]([N:14]1[CH2:15][CH2:16][N:11]([C:9](=[O:10])[CH2:8][CH:7]([C:1]2[CH:2]=[CH:3][CH:4]=[CH:5][CH:6]=2)[C:18]2[CH:23]=[CH:22][CH:21]=[CH:20][CH:19]=2)[CH2:12][C:13]1=[O:17])([C:28]1[CH:33]=[CH:32][CH:31]=[CH:30][CH:29]=1)[C:34]1[CH:39]=[CH:38][CH:37]=[CH:36][CH:35]=1. The yield is 0.650. (7) The reactants are Cl.Cl.[F:3][C:4]1[CH:9]=[CH:8][C:7]([C:10]2[NH:11][CH:12]=[C:13]([C:21]3[CH2:22][CH2:23][NH:24][CH2:25][CH:26]=3)[C:14]=2[C:15]2[CH:20]=[CH:19][N:18]=[CH:17][CH:16]=2)=[CH:6][CH:5]=1. The catalyst is [Pd].CO. The product is [F:3][C:4]1[CH:9]=[CH:8][C:7]([C:10]2[NH:11][CH:12]=[C:13]([CH:21]3[CH2:22][CH2:23][NH:24][CH2:25][CH2:26]3)[C:14]=2[C:15]2[CH:20]=[CH:19][N:18]=[CH:17][CH:16]=2)=[CH:6][CH:5]=1. The yield is 0.850. (8) The catalyst is C(OCC)(=O)C. The product is [N+:35]([C:38]1[CH:43]=[CH:42][C:19]([O:18][C:17](=[O:23])[NH:16][CH2:15][CH2:14][O:13][C:12]2[CH:24]=[CH:25][C:9]([NH:8][C:6](=[O:7])[C:5]3[CH:32]=[CH:33][CH:34]=[C:3]([O:2][CH3:1])[CH:4]=3)=[CH:10][C:11]=2[C:26]2[N:30]([CH3:31])[N:29]=[CH:28][CH:27]=2)=[CH:40][CH:39]=1)([O-:37])=[O:36]. The reactants are [CH3:1][O:2][C:3]1[CH:4]=[C:5]([CH:32]=[CH:33][CH:34]=1)[C:6]([NH:8][C:9]1[CH:25]=[CH:24][C:12]([O:13][CH2:14][CH2:15][NH:16][C:17](=[O:23])[O:18][C:19](Cl)(Cl)Cl)=[C:11]([C:26]2[N:30]([CH3:31])[N:29]=[CH:28][CH:27]=2)[CH:10]=1)=[O:7].[N+:35]([C:38]1[CH:43]=[CH:42]C(O)=[CH:40][CH:39]=1)([O-:37])=[O:36].[O-2].[Mg+2]. The yield is 0.391.